Binary classification across 12 toxicity assays. From a dataset of Tox21: 12 toxicity assays (nuclear receptors and stress response pathways). (1) The drug is CCOC(=O)COc1ccc(C)cc1. It tested positive (active) for: SR-HSE (Heat Shock Element response). (2) The compound is O=C1OC2(c3ccc(O)cc3Oc3cc(O)ccc32)c2ccccc21. It tested positive (active) for: NR-ER (Estrogen Receptor agonist activity), and SR-MMP (Mitochondrial Membrane Potential disruption). (3) The molecule is Cc1ccc2oc(CN(Cc3ccccc3)C(=O)Nc3c(F)cc(F)cc3F)c(-c3ccc(Cl)cc3)c2c1. It tested positive (active) for: SR-MMP (Mitochondrial Membrane Potential disruption). (4) The drug is CSc1nc(NC2CC2)nc(NC(C)(C)C)n1. It tested positive (active) for: NR-AhR (Aryl hydrocarbon Receptor agonist activity), and SR-MMP (Mitochondrial Membrane Potential disruption). (5) The molecule is CC(C)CC(=O)C1C(=O)c2ccccc2C1=O. It tested positive (active) for: NR-AhR (Aryl hydrocarbon Receptor agonist activity), and SR-MMP (Mitochondrial Membrane Potential disruption). (6) It tested positive (active) for: SR-ARE (Antioxidant Response Element (oxidative stress)), SR-HSE (Heat Shock Element response), SR-MMP (Mitochondrial Membrane Potential disruption), and SR-p53 (p53 tumor suppressor activation). The compound is N=C1C=CC(=C(c2ccc(N)cc2)c2ccc(N)cc2)C=C1.